Task: Predict which catalyst facilitates the given reaction.. Dataset: Catalyst prediction with 721,799 reactions and 888 catalyst types from USPTO (1) Reactant: F[C:2]1[CH:9]=[CH:8][C:5]([CH:6]=[O:7])=[CH:4][C:3]=1[N+:10]([O-:12])=[O:11].[CH2:13]([NH2:20])[C:14]1[CH:19]=[CH:18][CH:17]=[CH:16][CH:15]=1. Product: [CH2:13]([NH:20][C:2]1[CH:9]=[CH:8][C:5]([CH:6]=[O:7])=[CH:4][C:3]=1[N+:10]([O-:12])=[O:11])[C:14]1[CH:19]=[CH:18][CH:17]=[CH:16][CH:15]=1. The catalyst class is: 3. (2) Reactant: [F:1][C:2]1[CH:7]=[C:6]([O:8][CH2:9][CH2:10][OH:11])[CH:5]=[CH:4][C:3]=1[NH:12][C:13]1[O:14][CH2:15][C:16](=[O:23])[C:17]=1[C:18]([O:20][CH2:21][CH3:22])=[O:19].[NH:24]1[C:32]2[C:27](=[CH:28][CH:29]=[CH:30][N:31]=2)[C:26]([CH:33]=O)=[CH:25]1.[OH-].[Na+]. Product: [NH:24]1[C:32]2=[N:31][CH:30]=[CH:29][CH:28]=[C:27]2[C:26]([CH:33]=[C:15]2[O:14][C:13]([NH:12][C:3]3[CH:4]=[CH:5][C:6]([O:8][CH2:9][CH2:10][OH:11])=[CH:7][C:2]=3[F:1])=[C:17]([C:18]([O:20][CH2:21][CH3:22])=[O:19])[C:16]2=[O:23])=[CH:25]1. The catalyst class is: 361.